Task: Predict which catalyst facilitates the given reaction.. Dataset: Catalyst prediction with 721,799 reactions and 888 catalyst types from USPTO (1) Reactant: [OH-].[Na+].[C:3]1([NH:9][C:10]([NH:12][NH:13][C:14](=O)[CH2:15][C:16]2[CH:21]=[CH:20][CH:19]=[CH:18][CH:17]=2)=[S:11])[CH:8]=[CH:7][CH:6]=[CH:5][CH:4]=1. Product: [CH2:15]([C:14]1[N:9]([C:3]2[CH:8]=[CH:7][CH:6]=[CH:5][CH:4]=2)[C:10]([SH:11])=[N:12][N:13]=1)[C:16]1[CH:21]=[CH:20][CH:19]=[CH:18][CH:17]=1. The catalyst class is: 169. (2) Reactant: [OH:1][C:2]1[CH:11]=[CH:10][C:9]([OH:12])=[CH:8][C:3]=1[C:4]([O:6][CH3:7])=[O:5].C(=O)([O-])[O-].[K+].[K+].[S:19](Cl)([C:22]1[CH:28]=[CH:27][C:25]([CH3:26])=[CH:24][CH:23]=1)(=[O:21])=[O:20]. Product: [OH:1][C:2]1[CH:11]=[CH:10][C:9]([O:12][S:19]([C:22]2[CH:28]=[CH:27][C:25]([CH3:26])=[CH:24][CH:23]=2)(=[O:21])=[O:20])=[CH:8][C:3]=1[C:4]([O:6][CH3:7])=[O:5]. The catalyst class is: 21. (3) Reactant: [Cl:1][C:2]1[N:10]([CH2:11][O:12][CH2:13][CH2:14][Si:15]([CH3:18])([CH3:17])[CH3:16])[C:9]2[C:4](=[N:5][C:6]([C:20]3[CH:25]=[CH:24][C:23]([C:26]4([CH2:29]O)[CH2:28][CH2:27]4)=[CH:22][CH:21]=3)=[C:7]([Cl:19])[CH:8]=2)[CH:3]=1.C1(P(C2C=CC=CC=2)C2C=CC=CC=2)C=CC=CC=1.N1C=CN=C1.[I:55]I. Product: [Cl:1][C:2]1[N:10]([CH2:11][O:12][CH2:13][CH2:14][Si:15]([CH3:18])([CH3:17])[CH3:16])[C:9]2[C:4](=[N:5][C:6]([C:20]3[CH:25]=[CH:24][C:23]([C:26]4([CH2:29][I:55])[CH2:28][CH2:27]4)=[CH:22][CH:21]=3)=[C:7]([Cl:19])[CH:8]=2)[CH:3]=1. The catalyst class is: 7. (4) Reactant: [CH3:1][O:2][C:3]([C:5]1[N:6]([CH2:23][C:24]2[CH:29]=[CH:28][C:27]([S:30](=[O:33])(=[O:32])[NH2:31])=[CH:26][CH:25]=2)[C:7](=[O:22])[C:8]2[C:13]([C:14]=1[C:15]1[CH:20]=[CH:19][CH:18]=[CH:17][CH:16]=1)=[CH:12][C:11]([Br:21])=[CH:10][CH:9]=2)=[O:4].[C:34](=O)([O-])[O-].[K+].[K+].CI. Product: [CH3:1][O:2][C:3]([C:5]1[N:6]([CH2:23][C:24]2[CH:25]=[CH:26][C:27]([S:30](=[O:33])(=[O:32])[NH:31][CH3:34])=[CH:28][CH:29]=2)[C:7](=[O:22])[C:8]2[C:13]([C:14]=1[C:15]1[CH:16]=[CH:17][CH:18]=[CH:19][CH:20]=1)=[CH:12][C:11]([Br:21])=[CH:10][CH:9]=2)=[O:4]. The catalyst class is: 9. (5) Reactant: [C:1](N)(=[O:3])[CH3:2].C=O.O.[NH:8]([CH2:13][C:14]([OH:16])=[O:15])[CH2:9][C:10]([OH:12])=[O:11].C(NCC(O)=O)(=O)C. Product: [C:1]([N:8]([CH2:13][C:14]([OH:16])=[O:15])[CH2:9][C:10]([OH:12])=[O:11])(=[O:3])[CH3:2]. The catalyst class is: 57. (6) Reactant: [C:1]1([CH:7]2[CH:16]3[CH2:17][CH2:18][CH2:19][O:20][CH:15]3[C:14]3[CH:13]=[C:12]([C:21]([F:24])([F:23])[F:22])[CH:11]=[CH:10][C:9]=3[NH:8]2)[CH:6]=[CH:5][CH:4]=[CH:3][CH:2]=1.[N+]([O-])([O-])=O.[NH4+].[Ce+4].[N+]([O-])([O-])=O.[N+]([O-])([O-])=O.[N+]([O-])([O-])=O.[N+]([O-])([O-])=O.C(OCC)(=O)C. Product: [C:1]1([C:7]2[C:16]([CH2:17][CH2:18][CH2:19][OH:20])=[CH:15][C:14]3[C:9](=[CH:10][CH:11]=[C:12]([C:21]([F:24])([F:22])[F:23])[CH:13]=3)[N:8]=2)[CH:2]=[CH:3][CH:4]=[CH:5][CH:6]=1. The catalyst class is: 1. (7) Reactant: [CH3:1][O:2][C:3]1[CH:8]=[CH:7][C:6]([C:9]2[C:17]3[C:12](=[CH:13][CH:14]=[CH:15][CH:16]=3)[NH:11][CH:10]=2)=[CH:5][CH:4]=1.C1C(=O)N([Br:25])C(=O)C1. Product: [Br:25][C:10]1[NH:11][C:12]2[C:17]([C:9]=1[C:6]1[CH:5]=[CH:4][C:3]([O:2][CH3:1])=[CH:8][CH:7]=1)=[CH:16][CH:15]=[CH:14][CH:13]=2. The catalyst class is: 2.